This data is from Forward reaction prediction with 1.9M reactions from USPTO patents (1976-2016). The task is: Predict the product of the given reaction. (1) Given the reactants Br[C:2]1[S:3][C:4]2[CH:10]=[C:9]([OH:11])[CH:8]=[CH:7][C:5]=2[N:6]=1.[CH3:12][CH:13]1[CH2:18][CH2:17][N:16]([C:19]([C:21]2[CH:26]=[CH:25][C:24](B(O)O)=[CH:23][CH:22]=2)=[O:20])[CH2:15][CH2:14]1.P([O-])([O-])([O-])=O.[K+].[K+].[K+], predict the reaction product. The product is: [OH:11][C:9]1[CH:8]=[CH:7][C:5]2[N:6]=[C:2]([C:24]3[CH:23]=[CH:22][C:21]([C:19]([N:16]4[CH2:15][CH2:14][CH:13]([CH3:12])[CH2:18][CH2:17]4)=[O:20])=[CH:26][CH:25]=3)[S:3][C:4]=2[CH:10]=1. (2) Given the reactants [CH2:1]([O:3][C:4]([C:6]1[NH:7][CH:8]=[C:9]([CH2:17][C:18]2[CH:23]=[CH:22][CH:21]=[C:20]([F:24])[C:19]=2[CH3:25])[C:10]=1[C:11]1[CH:16]=[CH:15][CH:14]=[CH:13][CH:12]=1)=[O:5])[CH3:2].[H-].[Na+].O.CC(=O)OCC.C[N:36](C=O)C, predict the reaction product. The product is: [CH2:1]([O:3][C:4]([C:6]1[N:7]([NH2:36])[CH:8]=[C:9]([CH2:17][C:18]2[CH:23]=[CH:22][CH:21]=[C:20]([F:24])[C:19]=2[CH3:25])[C:10]=1[C:11]1[CH:16]=[CH:15][CH:14]=[CH:13][CH:12]=1)=[O:5])[CH3:2]. (3) Given the reactants [C:1]([C@@H:3]1[CH2:5][C@@H:4]1[CH2:6][O:7][C:8]1[N:13]=[C:12]([N:14]2[CH2:19][CH2:18][CH:17]([C:20]3[C:28]4[C:23](=[N:24][CH:25]=[CH:26][CH:27]=4)[NH:22][CH:21]=3)[CH2:16][CH2:15]2)[N:11]=[C:10]([C:29](OC)=[O:30])[N:9]=1)#[N:2].[NH2:33][C@H:34]([CH3:37])[CH2:35][OH:36].CCOC(C)=O, predict the reaction product. The product is: [C:1]([C@@H:3]1[CH2:5][C@@H:4]1[CH2:6][O:7][C:8]1[N:13]=[C:12]([N:14]2[CH2:15][CH2:16][CH:17]([C:20]3[C:28]4[C:23](=[N:24][CH:25]=[CH:26][CH:27]=4)[NH:22][CH:21]=3)[CH2:18][CH2:19]2)[N:11]=[C:10]([C:29]([NH:33][C@H:34]([CH3:37])[CH2:35][OH:36])=[O:30])[N:9]=1)#[N:2]. (4) Given the reactants C[O:2][C:3]([C:5]1([N:8]2[CH2:13][CH2:12][N:11]([C:14]3[CH:19]=[CH:18][C:17]([C:20]([F:23])([F:22])[F:21])=[CH:16][N:15]=3)[CH2:10][CH2:9]2)[CH2:7][CH2:6]1)=[O:4].[OH-].[Na+], predict the reaction product. The product is: [F:23][C:20]([F:21])([F:22])[C:17]1[CH:18]=[CH:19][C:14]([N:11]2[CH2:12][CH2:13][N:8]([C:5]3([C:3]([OH:4])=[O:2])[CH2:7][CH2:6]3)[CH2:9][CH2:10]2)=[N:15][CH:16]=1. (5) Given the reactants [F:1][C:2]1[CH:7]=[CH:6][CH:5]=[C:4]([F:8])[C:3]=1[C:9]1[S:10][CH2:11][CH:12]([C:14]2[CH:19]=[CH:18][C:17](Br)=[CH:16][CH:15]=2)[N:13]=1.[F:21][C:22]([F:36])([F:35])[CH2:23][O:24][C:25]1[CH:30]=[CH:29][C:28]([Sn](C)(C)C)=[CH:27][N:26]=1.[Cl-].[Li+], predict the reaction product. The product is: [F:1][C:2]1[CH:7]=[CH:6][CH:5]=[C:4]([F:8])[C:3]=1[C:9]1[S:10][CH2:11][CH:12]([C:14]2[CH:19]=[CH:18][C:17]([C:28]3[CH:29]=[CH:30][C:25]([O:24][CH2:23][C:22]([F:36])([F:21])[F:35])=[N:26][CH:27]=3)=[CH:16][CH:15]=2)[N:13]=1. (6) Given the reactants [CH3:1][CH:2]1[CH2:6][CH2:5][NH:4][C:3]1=[O:7].C(N(CC)CC)C.CN(C1C=CC=CN=1)C.[Si:24](Cl)([C:27]([CH3:30])([CH3:29])[CH3:28])([CH3:26])[CH3:25], predict the reaction product. The product is: [CH3:28][C:27]([Si:24]([CH3:26])([CH3:25])[N:4]1[CH2:5][CH2:6][CH:2]([CH3:1])[C:3]1=[O:7])([CH3:30])[CH3:29]. (7) Given the reactants [OH:1][C:2]1[CH:7]=[CH:6][C:5]([C:8]([C:11]2[CH:16]=[CH:15][C:14]([OH:17])=[CH:13][CH:12]=2)([CH3:10])[CH3:9])=[CH:4][CH:3]=1.C1(=O)[O:22][CH2:21][CH2:20]O1.C(N([CH2:29][CH3:30])CC)C.[OH2:31], predict the reaction product. The product is: [OH:31][CH2:29][CH2:30][O:1][C:2]1[CH:3]=[CH:4][C:5]([C:8]([C:11]2[CH:12]=[CH:13][C:14]([O:17][CH2:20][CH2:21][OH:22])=[CH:15][CH:16]=2)([CH3:10])[CH3:9])=[CH:6][CH:7]=1. (8) Given the reactants [C:1]([C:3](=[CH:16][C:17]1[CH:22]=[C:21]([O:23][C:24]2[CH:29]=[CH:28][CH:27]=[CH:26][CH:25]=2)[C:20]([O:30][CH2:31][CH3:32])=[CH:19][C:18]=1[N+:33]([O-:35])=[O:34])[CH:4]([CH:10]1[CH2:15][CH2:14][O:13][CH2:12][CH2:11]1)[CH2:5][CH2:6][C:7](O)=[O:8])#[N:2].[CH3:36][C:37]([CH3:42])([CH3:41])[CH2:38][CH2:39][NH2:40].CN(C(ON1N=NC2C=CC=CC1=2)=[N+](C)C)C.F[P-](F)(F)(F)(F)F.CCN(C(C)C)C(C)C, predict the reaction product. The product is: [CH3:36][C:37]([CH3:42])([CH3:41])[CH2:38][CH2:39][NH:40][C:7](=[O:8])[CH2:6][CH2:5][CH:4]([CH:10]1[CH2:15][CH2:14][O:13][CH2:12][CH2:11]1)[C:3]([C:1]#[N:2])=[CH:16][C:17]1[CH:22]=[C:21]([O:23][C:24]2[CH:29]=[CH:28][CH:27]=[CH:26][CH:25]=2)[C:20]([O:30][CH2:31][CH3:32])=[CH:19][C:18]=1[N+:33]([O-:35])=[O:34].